Dataset: NCI-60 drug combinations with 297,098 pairs across 59 cell lines. Task: Regression. Given two drug SMILES strings and cell line genomic features, predict the synergy score measuring deviation from expected non-interaction effect. (1) Drug 2: C1=NC2=C(N=C(N=C2N1C3C(C(C(O3)CO)O)F)Cl)N. Drug 1: CC1=C2C(C(=O)C3(C(CC4C(C3C(C(C2(C)C)(CC1OC(=O)C(C(C5=CC=CC=C5)NC(=O)OC(C)(C)C)O)O)OC(=O)C6=CC=CC=C6)(CO4)OC(=O)C)OC)C)OC. Synergy scores: CSS=63.4, Synergy_ZIP=0.504, Synergy_Bliss=-0.191, Synergy_Loewe=-0.0598, Synergy_HSA=4.14. Cell line: NCIH23. (2) Drug 1: C1CCN(CC1)CCOC2=CC=C(C=C2)C(=O)C3=C(SC4=C3C=CC(=C4)O)C5=CC=C(C=C5)O. Drug 2: CCCCC(=O)OCC(=O)C1(CC(C2=C(C1)C(=C3C(=C2O)C(=O)C4=C(C3=O)C=CC=C4OC)O)OC5CC(C(C(O5)C)O)NC(=O)C(F)(F)F)O. Cell line: UACC-257. Synergy scores: CSS=-2.84, Synergy_ZIP=3.20, Synergy_Bliss=3.57, Synergy_Loewe=0.785, Synergy_HSA=-0.973. (3) Drug 1: C(=O)(N)NO. Drug 2: CCC1(CC2CC(C3=C(CCN(C2)C1)C4=CC=CC=C4N3)(C5=C(C=C6C(=C5)C78CCN9C7C(C=CC9)(C(C(C8N6C)(C(=O)OC)O)OC(=O)C)CC)OC)C(=O)OC)O.OS(=O)(=O)O. Cell line: M14. Synergy scores: CSS=-4.57, Synergy_ZIP=6.80, Synergy_Bliss=9.15, Synergy_Loewe=4.88, Synergy_HSA=-0.0789. (4) Drug 1: CC12CCC(CC1=CCC3C2CCC4(C3CC=C4C5=CN=CC=C5)C)O. Drug 2: CC(C)(C#N)C1=CC(=CC(=C1)CN2C=NC=N2)C(C)(C)C#N. Cell line: RXF 393. Synergy scores: CSS=15.9, Synergy_ZIP=-4.20, Synergy_Bliss=-0.247, Synergy_Loewe=1.26, Synergy_HSA=1.62. (5) Drug 1: C1=C(C(=O)NC(=O)N1)F. Drug 2: CC1=C(C(=O)C2=C(C1=O)N3CC4C(C3(C2COC(=O)N)OC)N4)N. Cell line: NCI-H322M. Synergy scores: CSS=36.5, Synergy_ZIP=3.13, Synergy_Bliss=3.05, Synergy_Loewe=4.95, Synergy_HSA=5.28.